Dataset: Peptide-MHC class I binding affinity with 185,985 pairs from IEDB/IMGT. Task: Regression. Given a peptide amino acid sequence and an MHC pseudo amino acid sequence, predict their binding affinity value. This is MHC class I binding data. The peptide sequence is HVPTRGTAM. The MHC is HLA-B40:01 with pseudo-sequence HLA-B40:01. The binding affinity (normalized) is 0.0847.